Dataset: Peptide-MHC class I binding affinity with 185,985 pairs from IEDB/IMGT. Task: Regression. Given a peptide amino acid sequence and an MHC pseudo amino acid sequence, predict their binding affinity value. This is MHC class I binding data. (1) The binding affinity (normalized) is 0.0173. The MHC is HLA-A68:01 with pseudo-sequence HLA-A68:01. The peptide sequence is PLALEGSLQ. (2) The peptide sequence is NVMGMIGV. The MHC is HLA-A02:03 with pseudo-sequence HLA-A02:03. The binding affinity (normalized) is 0.423. (3) The peptide sequence is SIILEFFLIV. The MHC is HLA-A02:17 with pseudo-sequence HLA-A02:17. The binding affinity (normalized) is 0.233. (4) The peptide sequence is FSFPQITLW. The MHC is HLA-B18:01 with pseudo-sequence HLA-B18:01. The binding affinity (normalized) is 0.386. (5) The peptide sequence is ALMEVTHVL. The MHC is HLA-B58:01 with pseudo-sequence HLA-B58:01. The binding affinity (normalized) is 0.0847. (6) The peptide sequence is FPFKYAGAF. The MHC is Mamu-A2201 with pseudo-sequence Mamu-A2201. The binding affinity (normalized) is 0.976. (7) The peptide sequence is MLREGNQAF. The MHC is HLA-B15:02 with pseudo-sequence HLA-B15:02. The binding affinity (normalized) is 0.851.